Dataset: Forward reaction prediction with 1.9M reactions from USPTO patents (1976-2016). Task: Predict the product of the given reaction. (1) The product is: [F:1][C:2]1[CH:3]=[CH:4][C:5]([CH:8]([C:9]2[C:10]([C:2]3[CH:7]=[CH:6][CH:5]=[CH:4][CH:3]=3)=[N:15][C:14]3[C:17]([CH:18]=2)=[CH:16][CH:11]=[CH:12][CH:13]=3)[N:26]2[CH:30]=[CH:29][N:28]=[CH:27]2)=[CH:6][CH:7]=1. Given the reactants [F:1][C:2]1[CH:7]=[CH:6][C:5]([CH:8]([N:26]2[CH:30]=[CH:29][N:28]=[CH:27]2)[C:9]2[CH:10]=[C:11]3[C:16](=[CH:17][CH:18]=2)[NH:15][C:14](=O)[CH:13]=[C:12]3C2C=CC=CC=2)=[CH:4][CH:3]=1, predict the reaction product. (2) Given the reactants [CH:1]([NH:3][NH:4][C:5]([C:7]1([C:10]2[S:11][C:12]([C:15]3[CH:20]=[C:19]([NH:21][C:22]4[N:27]=[C:26]([C:28]([F:31])([F:30])[F:29])[CH:25]=[CH:24][N:23]=4)[CH:18]=[C:17]([CH3:32])[CH:16]=3)=[CH:13][N:14]=2)[CH2:9][CH2:8]1)=O)=[O:2].CC[N+](S(N=C(OC)[O-])(=O)=O)(CC)CC, predict the reaction product. The product is: [CH3:32][C:17]1[CH:18]=[C:19]([NH:21][C:22]2[N:27]=[C:26]([C:28]([F:30])([F:31])[F:29])[CH:25]=[CH:24][N:23]=2)[CH:20]=[C:15]([C:12]2[S:11][C:10]([C:7]3([C:5]4[O:2][CH:1]=[N:3][N:4]=4)[CH2:8][CH2:9]3)=[N:14][CH:13]=2)[CH:16]=1. (3) Given the reactants [Br:1][C:2]1[CH:6]=[N:5][N:4]([CH3:7])[C:3]=1[C:8]1[CH:9]=[C:10]([NH2:16])[CH:11]=[CH:12][C:13]=1[O:14][CH3:15].[Cl:17][C:18]1[CH:23]=[C:22]([Cl:24])[CH:21]=[CH:20][C:19]=1[N:25]=[C:26]=[O:27], predict the reaction product. The product is: [Br:1][C:2]1[CH:6]=[N:5][N:4]([CH3:7])[C:3]=1[C:8]1[CH:9]=[C:10]([NH:16][C:26]([NH:25][C:19]2[CH:20]=[CH:21][C:22]([Cl:24])=[CH:23][C:18]=2[Cl:17])=[O:27])[CH:11]=[CH:12][C:13]=1[O:14][CH3:15]. (4) The product is: [O:7]=[C:2]1[NH:3][C:4](=[O:6])[C:5](=[CH:8][C:10]2[CH:11]=[C:12]([CH:18]=[CH:19][CH:20]=2)[O:13][CH2:14][C:15]([OH:17])=[O:16])[S:1]1. Given the reactants [S:1]1[CH2:5][C:4](=[O:6])[NH:3][C:2]1=[O:7].[CH:8]([C:10]1[CH:11]=[C:12]([CH:18]=[CH:19][CH:20]=1)[O:13][CH2:14][C:15]([OH:17])=[O:16])=O.C([O-])(=O)C.[Na+], predict the reaction product. (5) Given the reactants [C:1]([C@@H:4]1[O:21][CH2:20][C@:7]2([C:22]3[CH:27]=[CH:26][C:25]([F:28])=[CH:24][C:23]=3[F:29])[N:8]=[C:9]([NH:12][C:13](=[O:19])[O:14][C:15]([CH3:18])([CH3:17])[CH3:16])[S:10][CH2:11][C@@H:6]2[CH2:5]1)(=O)[NH2:2].COC1C=CC(P2(=S)SP(C3C=CC(OC)=CC=3)(=S)[S:39]2)=CC=1, predict the reaction product. The product is: [C:1]([C@@H:4]1[O:21][CH2:20][C@:7]2([C:22]3[CH:27]=[CH:26][C:25]([F:28])=[CH:24][C:23]=3[F:29])[N:8]=[C:9]([NH:12][C:13](=[O:19])[O:14][C:15]([CH3:17])([CH3:18])[CH3:16])[S:10][CH2:11][C@@H:6]2[CH2:5]1)(=[S:39])[NH2:2]. (6) Given the reactants [CH2:1]([CH:3]([CH2:6][CH2:7][CH2:8][CH3:9])[CH2:4][OH:5])[CH3:2].C(=O)([O-])[O-].[K+].[K+].C[O:17][C:18](=O)[C:19]1[CH:24]=[CH:23][C:22]([N:25]([CH3:27])[CH3:26])=[CH:21][CH:20]=1, predict the reaction product. The product is: [CH2:1]([CH:3]([CH2:6][CH2:7][CH2:8][CH3:9])[CH2:4][O:5][C:18](=[O:17])[C:19]1[CH:20]=[CH:21][C:22]([N:25]([CH3:26])[CH3:27])=[CH:23][CH:24]=1)[CH3:2]. (7) Given the reactants [C:1]([O:5][C:6]([N:8]1[C:13]2[CH:14]=[C:15]([Cl:21])[C:16]([N:18]([CH3:20])[CH3:19])=[CH:17][C:12]=2[O:11][CH:10]([C:22](O)=[O:23])[CH2:9]1)=[O:7])([CH3:4])([CH3:3])[CH3:2].CCN(C(C)C)C(C)C.CCN=C=NCCCN(C)C.C1C=CC2N(O)N=NC=2C=1.[F:55][C:56]([F:72])([C:65]1[CH:70]=[CH:69][C:68]([F:71])=[CH:67][CH:66]=1)[C:57]1([C:63]#[N:64])[CH2:62][CH2:61][NH:60][CH2:59][CH2:58]1, predict the reaction product. The product is: [C:1]([O:5][C:6]([N:8]1[C:13]2[CH:14]=[C:15]([Cl:21])[C:16]([N:18]([CH3:20])[CH3:19])=[CH:17][C:12]=2[O:11][CH:10]([C:22]([N:60]2[CH2:61][CH2:62][C:57]([C:63]#[N:64])([C:56]([F:55])([F:72])[C:65]3[CH:70]=[CH:69][C:68]([F:71])=[CH:67][CH:66]=3)[CH2:58][CH2:59]2)=[O:23])[CH2:9]1)=[O:7])([CH3:2])([CH3:4])[CH3:3].